Dataset: Full USPTO retrosynthesis dataset with 1.9M reactions from patents (1976-2016). Task: Predict the reactants needed to synthesize the given product. Given the product [F:2][C:3]1[CH:4]=[C:5]([C@@H:14]([C:16]2[C:21]([F:22])=[CH:20][CH:19]=[CH:18][N:17]=2)[NH:15][C:33](=[O:35])[C:26]2[CH:27]=[CH:28][C:29]([N+:30]([O-:32])=[O:31])=[C:24]([NH:37][CH3:36])[CH:25]=2)[CH:6]=[CH:7][C:8]=1[O:9][C:10]([F:13])([F:12])[F:11], predict the reactants needed to synthesize it. The reactants are: Cl.[F:2][C:3]1[CH:4]=[C:5]([C@@H:14]([C:16]2[C:21]([F:22])=[CH:20][CH:19]=[CH:18][N:17]=2)[NH2:15])[CH:6]=[CH:7][C:8]=1[O:9][C:10]([F:13])([F:12])[F:11].F[C:24]1[CH:25]=[C:26]([C:33]([OH:35])=O)[CH:27]=[CH:28][C:29]=1[N+:30]([O-:32])=[O:31].[CH3:36][N:37](C(ON1N=NC2C=CC=NC1=2)=[N+](C)C)C.F[P-](F)(F)(F)(F)F.CCN(C(C)C)C(C)C.CN.C1COCC1.